From a dataset of Forward reaction prediction with 1.9M reactions from USPTO patents (1976-2016). Predict the product of the given reaction. Given the reactants [Cl:1][C:2]1[CH:18]=[CH:17][C:5]([O:6][C:7]2[CH:16]=[CH:15][C:10]([C:11](OC)=[O:12])=[CH:9][N:8]=2)=[CH:4][CH:3]=1.COCCO[AlH2-]OCCOC.[Na+].[OH-].[Na+].O, predict the reaction product. The product is: [Cl:1][C:2]1[CH:18]=[CH:17][C:5]([O:6][C:7]2[N:8]=[CH:9][C:10]([CH2:11][OH:12])=[CH:15][CH:16]=2)=[CH:4][CH:3]=1.